Predict the reactants needed to synthesize the given product. From a dataset of Full USPTO retrosynthesis dataset with 1.9M reactions from patents (1976-2016). (1) The reactants are: [CH2:1]([O:3][C:4](=[O:13])[CH:5](I)[O:6][C:7]([S:9][CH2:10][CH3:11])=[O:8])[CH3:2].[CH3:14][CH:15]([CH3:19])[C:16]([OH:18])=[O:17].C(N(C(C)C)CC)(C)C. Given the product [CH2:1]([O:3][C:4]([CH:5]([O:18][C:16](=[O:17])[CH:15]([CH3:19])[CH3:14])[O:6][C:7]([S:9][CH2:10][CH3:11])=[O:8])=[O:13])[CH3:2], predict the reactants needed to synthesize it. (2) Given the product [NH2:44][C@@H:45]([CH:46]([CH3:48])[CH3:47])[C:49]([N:33]1[CH2:34][CH2:35][CH2:36][C@H:32]1[C:30]1[NH:31][C:27]([C:24]2[CH:23]=[CH:22][C:21]([C:18]3[CH:19]=[CH:20][C:15]([C:12]4[NH:11][C:10]([C@@H:6]5[CH2:7][CH2:8][CH2:9][N:5]5[C:4](=[O:37])[C@@H:3]([NH:38][C:39](=[O:42])[O:40][CH3:41])[CH:2]([CH3:43])[CH3:1])=[N:14][CH:13]=4)=[CH:16][CH:17]=3)=[CH:26][CH:25]=2)=[CH:28][N:29]=1)=[O:50], predict the reactants needed to synthesize it. The reactants are: [CH3:1][CH:2]([CH3:43])[C@H:3]([NH:38][C:39](=[O:42])[O:40][CH3:41])[C:4](=[O:37])[N:5]1[CH2:9][CH2:8][CH2:7][C@H:6]1[C:10]1[NH:11][C:12]([C:15]2[CH:20]=[CH:19][C:18]([C:21]3[CH:26]=[CH:25][C:24]([C:27]4[NH:31][C:30]([C@@H:32]5[CH2:36][CH2:35][CH2:34][NH:33]5)=[N:29][CH:28]=4)=[CH:23][CH:22]=3)=[CH:17][CH:16]=2)=[CH:13][N:14]=1.[NH:44](C(OCC1C=CC=CC=1)=O)[C@H:45]([C:49](O)=[O:50])[CH:46]([CH3:48])[CH3:47].CCN(C(C)C)C(C)C.CN(C(ON1N=NC2C=CC=NC1=2)=[N+](C)C)C.F[P-](F)(F)(F)(F)F.